Predict the reaction yield, written as a fraction of the theoretical maximum amount of product (1.0 means a 100% yield; for example, 0.34 means a 34% yield). From a dataset of Reaction yield outcomes from USPTO patents with 853,638 reactions. (1) The product is [CH3:1][NH:2][C:4]1[CH:9]=[CH:8][C:7]([N+:10]([O-:12])=[O:11])=[CH:6][N:5]=1. The catalyst is ClCCl. The reactants are [CH3:1][NH2:2].Cl[C:4]1[CH:9]=[CH:8][C:7]([N+:10]([O-:12])=[O:11])=[CH:6][N:5]=1. The yield is 0.800. (2) The reactants are [NH2:1][C:2]1[N:7]=[CH:6][N:5]=[C:4]([NH:8][C@H:9]([C:11]2[N:16]([C:17]3[CH:22]=[CH:21][CH:20]=[CH:19][CH:18]=3)[C:15](=[O:23])[C:14]3=[C:24]([CH3:27])[CH:25]=[CH:26][N:13]3[N:12]=2)[CH3:10])[C:3]=1[C:28]1[CH:29]=[N:30][CH:31]=[C:32]([OH:34])[CH:33]=1.[F:35][C:36]([F:40])([F:39])[CH2:37]I.C(=O)([O-])[O-].[K+].[K+]. The catalyst is CN(C)C=O. The product is [NH2:1][C:2]1[N:7]=[CH:6][N:5]=[C:4]([NH:8][C@H:9]([C:11]2[N:16]([C:17]3[CH:18]=[CH:19][CH:20]=[CH:21][CH:22]=3)[C:15](=[O:23])[C:14]3=[C:24]([CH3:27])[CH:25]=[CH:26][N:13]3[N:12]=2)[CH3:10])[C:3]=1[C:28]1[CH:29]=[N:30][CH:31]=[C:32]([O:34][CH2:37][C:36]([F:40])([F:39])[F:35])[CH:33]=1. The yield is 0.550.